Dataset: Forward reaction prediction with 1.9M reactions from USPTO patents (1976-2016). Task: Predict the product of the given reaction. (1) Given the reactants Cl.[NH2:2][CH2:3][C:4](=[O:9])[C:5]([CH3:8])([CH3:7])[CH3:6].C(N(CC)C(C)C)(C)C.Cl[C:20](=[O:26])[C:21]([O:23][CH2:24][CH3:25])=[O:22], predict the reaction product. The product is: [CH2:24]([O:23][C:21](=[O:22])[C:20]([NH:2][CH2:3][C:4](=[O:9])[C:5]([CH3:8])([CH3:7])[CH3:6])=[O:26])[CH3:25]. (2) Given the reactants [N+:1]([C:4]1[CH:12]=[CH:11][CH:10]=[C:9]2[C:5]=1[C:6](=[O:28])[N:7]([CH:14]([C:17]1[CH:22]=[CH:21][C:20]([O:23][CH3:24])=[C:19]([O:25][CH2:26][CH3:27])[CH:18]=1)[C:15]#[N:16])[C:8]2=[O:13])([O-])=O, predict the reaction product. The product is: [NH2:1][C:4]1[CH:12]=[CH:11][CH:10]=[C:9]2[C:5]=1[C:6](=[O:28])[N:7]([CH:14]([C:17]1[CH:22]=[CH:21][C:20]([O:23][CH3:24])=[C:19]([O:25][CH2:26][CH3:27])[CH:18]=1)[C:15]#[N:16])[C:8]2=[O:13].